From a dataset of Forward reaction prediction with 1.9M reactions from USPTO patents (1976-2016). Predict the product of the given reaction. Given the reactants [CH3:1][C:2]([O:5][C:6](=[O:14])[NH:7][CH:8]1[CH2:12][CH2:11][CH2:10][CH:9]1[NH2:13])([CH3:4])[CH3:3].C(O)(=O)C.[C:19]1(=O)[CH2:23][CH2:22][CH2:21][CH2:20]1.C([BH3-])#N.[Na+], predict the reaction product. The product is: [C:2]([O:5][C:6](=[O:14])[NH:7][CH:8]1[CH2:12][CH2:11][CH2:10][CH:9]1[NH:13][CH:19]1[CH2:23][CH2:22][CH2:21][CH2:20]1)([CH3:1])([CH3:3])[CH3:4].